From a dataset of CYP2C19 inhibition data for predicting drug metabolism from PubChem BioAssay. Regression/Classification. Given a drug SMILES string, predict its absorption, distribution, metabolism, or excretion properties. Task type varies by dataset: regression for continuous measurements (e.g., permeability, clearance, half-life) or binary classification for categorical outcomes (e.g., BBB penetration, CYP inhibition). Dataset: cyp2c19_veith. (1) The molecule is O=C(c1ccco1)N1CCC2(CCN(Cc3ccncc3)CC2)CC1. The result is 0 (non-inhibitor). (2) The molecule is COc1cccc(Nc2ncc3ncc(=O)n(CCC#N)c3n2)c1. The result is 0 (non-inhibitor).